This data is from Catalyst prediction with 721,799 reactions and 888 catalyst types from USPTO. The task is: Predict which catalyst facilitates the given reaction. (1) The catalyst class is: 18. Product: [C:47]([O:46][C:44]([NH:43][C@@H:39]([CH2:38][CH2:37][CH2:36][CH2:35][NH:34][C:31]([C@@H:30]1[CH2:29][S:28][CH2:27][N:26]1[C:24]([O:23][C:19]([CH3:20])([CH3:21])[CH3:22])=[O:25])=[O:33])[C:40]([OH:42])=[O:41])=[O:45])([CH3:50])([CH3:49])[CH3:48]. Reactant: [Cl-].COC1N=C(OC)N=C([N+]2(C)CCOCC2)N=1.[C:19]([O:23][C:24]([N:26]1[C@H:30]([C:31]([OH:33])=O)[CH2:29][S:28][CH2:27]1)=[O:25])([CH3:22])([CH3:21])[CH3:20].[NH2:34][CH2:35][CH2:36][CH2:37][CH2:38][C@H:39]([NH:43][C:44]([O:46][C:47]([CH3:50])([CH3:49])[CH3:48])=[O:45])[C:40]([OH:42])=[O:41]. (2) The catalyst class is: 16. Product: [Cl:1][C:2]1[CH:7]=[CH:6][C:5]([C:8](=[O:22])[C:9]([C:11]2[CH:16]=[CH:15][C:14]([Cl:17])=[CH:13][C:12]=2[Cl:18])=[O:10])=[CH:4][CH:3]=1. Reactant: [Cl:1][C:2]1[CH:7]=[CH:6][C:5]([CH2:8][C:9]([C:11]2[CH:16]=[CH:15][C:14]([Cl:17])=[CH:13][C:12]=2[Cl:18])=[O:10])=[CH:4][CH:3]=1.C1C(=O)N(Br)C(=[O:22])C1.O. (3) Reactant: [CH3:1][C@H:2]1[CH2:7][CH2:6][C@H:5]([C:8]([N:10]([CH:27]2[CH2:32][CH2:31][O:30][CH2:29][CH2:28]2)[C:11]2[S:12][C:13]([C:21]3[CH:26]=[CH:25][CH:24]=[CH:23][CH:22]=3)=[CH:14][C:15]=2[C:16]([O:18]CC)=[O:17])=[O:9])[CH2:4][CH2:3]1.[OH-].[Li+]. Product: [CH3:1][C@H:2]1[CH2:3][CH2:4][C@H:5]([C:8]([N:10]([CH:27]2[CH2:28][CH2:29][O:30][CH2:31][CH2:32]2)[C:11]2[S:12][C:13]([C:21]3[CH:22]=[CH:23][CH:24]=[CH:25][CH:26]=3)=[CH:14][C:15]=2[C:16]([OH:18])=[O:17])=[O:9])[CH2:6][CH2:7]1. The catalyst class is: 38.